This data is from Reaction yield outcomes from USPTO patents with 853,638 reactions. The task is: Predict the reaction yield, written as a fraction of the theoretical maximum amount of product (1.0 means a 100% yield; for example, 0.34 means a 34% yield). (1) The reactants are [CH3:1][N:2]1[CH2:7][CH2:6][N:5]([C:8]2[CH:13]=[C:12]([CH2:14][C:15]([O:17]C)=O)[CH:11]=[CH:10][N:9]=2)[CH2:4][CH2:3]1.[NH3:19]. No catalyst specified. The product is [CH3:1][N:2]1[CH2:7][CH2:6][N:5]([C:8]2[CH:13]=[C:12]([CH2:14][C:15]([NH2:19])=[O:17])[CH:11]=[CH:10][N:9]=2)[CH2:4][CH2:3]1. The yield is 0.310. (2) The reactants are [CH3:1][O:2][C:3]([C:5]1[CH:14]=[CH:13][C:12]2[C:7](=[CH:8][CH:9]=[C:10](Br)[CH:11]=2)[CH:6]=1)=[O:4].[CH:16]1(B(O)O)[CH2:18][CH2:17]1.C1(P(C2CCCCC2)C2CCCCC2)CCCCC1.P([O-])([O-])([O-])=O.[K+].[K+].[K+]. The catalyst is C1(C)C=CC=CC=1.O.C([O-])(=O)C.[Pd+2].C([O-])(=O)C. The product is [CH3:1][O:2][C:3]([C:5]1[CH:14]=[CH:13][C:12]2[C:7](=[CH:8][CH:9]=[C:10]([CH:16]3[CH2:18][CH2:17]3)[CH:11]=2)[CH:6]=1)=[O:4]. The yield is 0.300. (3) The product is [CH3:28][C:19]1[C:18]([C:5]2[N:6]=[CH:7][C:2]([NH2:1])=[N:3][CH:4]=2)=[CH:27][C:22]2[O:23][CH2:24][CH2:25][O:26][C:21]=2[CH:20]=1. The reactants are [NH2:1][C:2]1[N:3]=[CH:4][C:5](B2OC(C)(C)C(C)(C)O2)=[N:6][CH:7]=1.Br[C:18]1[C:19]([CH3:28])=[CH:20][C:21]2[O:26][CH2:25][CH2:24][O:23][C:22]=2[CH:27]=1.C([O-])([O-])=O.[Na+].[Na+]. The catalyst is O1CCOCC1.CC#N.CC(P(C(C)(C)C)C1C=CC(N(C)C)=CC=1)(C)C.CC(P(C(C)(C)C)C1C=CC(N(C)C)=CC=1)(C)C.Cl[Pd]Cl. The yield is 0.200. (4) The reactants are C1(OC2C=CC=CC=2)C=CC=CC=1.[F:14][C:15]([F:34])([F:33])[C:16]([NH:21][C:22]1[CH:27]=[C:26]([F:28])[CH:25]=[CH:24][C:23]=1[O:29][CH2:30][CH2:31][CH3:32])=[CH:17][C:18]([OH:20])=O. The catalyst is CCCCCC. The product is [F:28][C:26]1[CH:25]=[CH:24][C:23]([O:29][CH2:30][CH2:31][CH3:32])=[C:22]2[C:27]=1[C:18](=[O:20])[CH:17]=[C:16]([C:15]([F:14])([F:34])[F:33])[NH:21]2. The yield is 0.940. (5) The reactants are C([C@H]1COC(C2C=CC=CN=2)=N1)(C)(C)C.[NH4+].F[P-](F)(F)(F)(F)F.[CH3:24][O:25][C:26]([C:28]1[CH:29]=[C:30](B(O)O)[CH:31]=[CH:32][CH:33]=1)=[O:27].[CH3:37][C:38]1[CH:39]=[C:40]2[C:45](=[CH:46][CH:47]=1)[O:44][CH:43]=[CH:42][C:41]2=[O:48].O. The catalyst is FC(F)(F)C(O[Pd]OC(=O)C(F)(F)F)=O.ClC(Cl)C. The product is [CH3:37][C:38]1[CH:39]=[C:40]2[C:45](=[CH:46][CH:47]=1)[O:44][C@@H:43]([C:30]1[CH:29]=[C:28]([CH:33]=[CH:32][CH:31]=1)[C:26]([O:25][CH3:24])=[O:27])[CH2:42][C:41]2=[O:48]. The yield is 0.443. (6) The reactants are [CH2:1]([O:8][C:9]1[CH:10]=[C:11]2[C:15](=[CH:16][CH:17]=1)[NH:14][CH:13]=[CH:12]2)[C:2]1[CH:7]=[CH:6][CH:5]=[CH:4][CH:3]=1.C(OC(=O)[CH:22]([C:24]1[CH:29]=[CH:28][CH:27]=[CH:26][CH:25]=1)[CH3:23])C.[F-].C([N+](CCCC)(CCCC)CCCC)CCC.[C:49]([O:52][CH2:53][CH3:54])(=[O:51])C.CCCCCC. No catalyst specified. The product is [CH2:53]([O:52][C:49](=[O:51])[CH:23]=[C:22]([N:14]1[C:15]2[C:11](=[CH:10][C:9]([O:8][CH2:1][C:2]3[CH:3]=[CH:4][CH:5]=[CH:6][CH:7]=3)=[CH:17][CH:16]=2)[CH:12]=[CH:13]1)[C:24]1[CH:25]=[CH:26][CH:27]=[CH:28][CH:29]=1)[CH3:54]. The yield is 0.680. (7) The reactants are [N+:1]([C:4]1[C:5]([C:9]([O:11][CH3:12])=[O:10])=[N:6][NH:7][CH:8]=1)([O-:3])=[O:2].O.C1(C)C=CC(S(O)(=O)=O)=CC=1.[O:25]1[CH:30]=[CH:29][CH2:28][CH2:27][CH2:26]1. The catalyst is C(Cl)(Cl)Cl. The product is [N+:1]([C:4]1[C:5]([C:9]([O:11][CH3:12])=[O:10])=[N:6][N:7]([CH:26]2[CH2:27][CH2:28][CH2:29][CH2:30][O:25]2)[CH:8]=1)([O-:3])=[O:2]. The yield is 0.850. (8) The reactants are [CH3:1][C:2]1[CH:6]=[C:5]([C:7]2[CH:8]=[CH:9][C:10]3[N:11]([C:13]([CH2:16][NH2:17])=[N:14][N:15]=3)[N:12]=2)[S:4][N:3]=1.Cl[C:19]1[CH:20]=[CH:21][N:22]=[C:23]2[C:28]=1[N:27]=[CH:26][C:25]([O:29][CH3:30])=[CH:24]2.CC(O)CC.N. The catalyst is CO. The product is [CH3:30][O:29][C:25]1[CH:24]=[C:23]2[C:28]([C:19]([NH:17][CH2:16][C:13]3[N:11]4[N:12]=[C:7]([C:5]5[S:4][N:3]=[C:2]([CH3:1])[CH:6]=5)[CH:8]=[CH:9][C:10]4=[N:15][N:14]=3)=[CH:20][CH:21]=[N:22]2)=[N:27][CH:26]=1. The yield is 0.800.